Regression/Classification. Given a drug SMILES string, predict its absorption, distribution, metabolism, or excretion properties. Task type varies by dataset: regression for continuous measurements (e.g., permeability, clearance, half-life) or binary classification for categorical outcomes (e.g., BBB penetration, CYP inhibition). Dataset: cyp2c19_veith. From a dataset of CYP2C19 inhibition data for predicting drug metabolism from PubChem BioAssay. (1) The molecule is NCCCCNS(=O)(=O)c1ccc2c(Cl)cccc2c1. The result is 1 (inhibitor). (2) The compound is CCOC(=O)c1[nH]c2cc(OC)c(OC)cc2c1NC(=O)c1nonc1C. The result is 0 (non-inhibitor). (3) The drug is CCOc1cc(/C=N/NC(=O)COc2cccc(C)c2)ccc1OC(=O)c1cccs1. The result is 1 (inhibitor). (4) The compound is COC(=O)c1cc(=O)[nH]c(=O)[nH]1. The result is 0 (non-inhibitor).